This data is from Full USPTO retrosynthesis dataset with 1.9M reactions from patents (1976-2016). The task is: Predict the reactants needed to synthesize the given product. Given the product [OH:31][CH2:30][CH2:29][CH2:28][C@@:19]1([C:22]2[CH:27]=[CH:26][CH:25]=[CH:24][CH:23]=2)[O:18][C:17](=[O:32])[N:16]([C@H:14]([C:11]2[CH:10]=[CH:9][C:8]([C:5]3[CH:4]=[CH:3][C:2](=[O:34])[NH:7][CH:6]=3)=[CH:13][CH:12]=2)[CH3:15])[CH2:21][CH2:20]1, predict the reactants needed to synthesize it. The reactants are: N[C:2]1[N:7]=[CH:6][C:5]([C:8]2[CH:13]=[CH:12][C:11]([C@@H:14]([N:16]3[CH2:21][CH2:20][C@:19]([CH2:28][CH2:29][CH2:30][OH:31])([C:22]4[CH:27]=[CH:26][CH:25]=[CH:24][CH:23]=4)[O:18][C:17]3=[O:32])[CH3:15])=[CH:10][CH:9]=2)=[CH:4][CH:3]=1.N([O-])=[O:34].[Na+].[OH-].[Na+].